From a dataset of Catalyst prediction with 721,799 reactions and 888 catalyst types from USPTO. Predict which catalyst facilitates the given reaction. (1) Reactant: [Cl:1][C:2]1[CH:9]=[CH:8][C:5]([CH:6]=O)=[CH:4][C:3]=1[O:10][CH3:11].[Cl:12][C:13]1[C:14]([C:30]([F:33])([F:32])[F:31])=[N:15][N:16]([CH2:19][C:20]([N:22]2[CH2:29][CH:28]3[CH:24]([CH2:25][NH:26][CH2:27]3)[CH2:23]2)=[O:21])[C:17]=1[CH3:18].C(O[BH-](OC(=O)C)OC(=O)C)(=O)C.[Na+].[Cl-].[NH4+]. Product: [Cl:1][C:2]1[CH:9]=[CH:8][C:5]([CH2:6][N:26]2[CH2:25][CH:24]3[CH2:23][N:22]([C:20](=[O:21])[CH2:19][N:16]4[C:17]([CH3:18])=[C:13]([Cl:12])[C:14]([C:30]([F:33])([F:31])[F:32])=[N:15]4)[CH2:29][CH:28]3[CH2:27]2)=[CH:4][C:3]=1[O:10][CH3:11]. The catalyst class is: 49. (2) Reactant: [H-].[Li+].[Al+3].[H-].[H-].[H-].[CH:7]([C:9]1[N:13]2[CH2:14][CH2:15][CH2:16][CH2:17][C:12]2=[N:11][CH:10]=1)=[O:8].[OH-].[Na+].S([O-])([O-])(=O)=O.[Mg+2]. Product: [N:11]1[CH:10]=[C:9]([CH2:7][OH:8])[N:13]2[CH2:14][CH2:15][CH2:16][CH2:17][C:12]=12. The catalyst class is: 20. (3) Reactant: [C:1]([O:5][C:6]([N:8]1[CH2:12][CH:11]([CH2:13]O)[CH2:10][CH:9]1[CH2:15]O)=[O:7])([CH3:4])([CH3:3])[CH3:2].C([N:19](CC)CC)C.CS(Cl)(=O)=O.[Cl-].[NH4+]. Product: [C:1]([O:5][C:6]([N:8]1[CH2:12][CH:11]2[CH2:10][CH:9]1[CH2:15][NH:19][CH2:13]2)=[O:7])([CH3:4])([CH3:3])[CH3:2]. The catalyst class is: 4. (4) Reactant: [CH:1]1([N:4]2[S:8](=[O:10])(=[O:9])[N:7](C(OC(C)(C)C)=O)[CH2:6][CH2:5]2)[CH2:3][CH2:2]1. The catalyst class is: 557. Product: [CH:1]1([N:4]2[CH2:5][CH2:6][NH:7][S:8]2(=[O:10])=[O:9])[CH2:3][CH2:2]1. (5) Reactant: [CH2:1]([O:3][C:4]([C:6]1[CH:10]=[C:9]([Br:11])[N:8]([C:12]2[CH:17]=[CH:16][CH:15]=[CH:14][CH:13]=2)[C:7]=1[CH2:18]Br)=[O:5])[CH3:2].[CH2:20]([O:22][C:23](=[O:33])[CH2:24][NH:25][C:26]([O:28][C:29]([CH3:32])([CH3:31])[CH3:30])=[O:27])[CH3:21].[H-].[Na+]. Product: [CH2:1]([O:3][C:4]([C:6]1[CH:10]=[C:9]([Br:11])[N:8]([C:12]2[CH:17]=[CH:16][CH:15]=[CH:14][CH:13]=2)[C:7]=1[CH2:18][N:25]([C:26]([O:28][C:29]([CH3:30])([CH3:32])[CH3:31])=[O:27])[CH2:24][C:23]([O:22][CH2:20][CH3:21])=[O:33])=[O:5])[CH3:2]. The catalyst class is: 9. (6) Reactant: [H-].[Na+].[NH2:3][S:4]([N:7]1[CH2:16][CH2:15][CH2:14][C@@H:8]1[C:9]([N:11]([CH3:13])[CH3:12])=[O:10])(=[O:6])=[O:5].[CH2:17]([S:24][C:25]1[N:30]=[C:29](NS(C)(=O)=O)[CH:28]=[C:27](NCCO)[N:26]=1)[C:18]1[CH:23]=[CH:22][CH:21]=[CH:20][CH:19]=1.[ClH:40]. Product: [CH2:17]([S:24][C:25]1[N:30]=[C:29]([NH:3][S:4]([N:7]2[CH2:16][CH2:15][CH2:14][C@@H:8]2[C:9]([N:11]([CH3:13])[CH3:12])=[O:10])(=[O:6])=[O:5])[CH:28]=[C:27]([Cl:40])[N:26]=1)[C:18]1[CH:23]=[CH:22][CH:21]=[CH:20][CH:19]=1. The catalyst class is: 3. (7) Reactant: [O:1]=[C:2]1[NH:7][C:6](=[O:8])[C:5]([C:9]([O:11][CH2:12][CH3:13])=[O:10])=[CH:4][N:3]1[C:14]1[CH:15]=[C:16]2[C:20](=[CH:21][CH:22]=1)[N:19]([CH3:23])[C:18](=[O:24])[C:17]2([CH3:26])[CH3:25].Br[CH2:28][C:29]1[CH:34]=[CH:33][CH:32]=[C:31]([Cl:35])[C:30]=1[C:36]([F:39])([F:38])[F:37]. Product: [Cl:35][C:31]1[C:30]([C:36]([F:37])([F:38])[F:39])=[C:29]([CH:34]=[CH:33][CH:32]=1)[CH2:28][N:7]1[C:6](=[O:8])[C:5]([C:9]([O:11][CH2:12][CH3:13])=[O:10])=[CH:4][N:3]([C:14]2[CH:15]=[C:16]3[C:20](=[CH:21][CH:22]=2)[N:19]([CH3:23])[C:18](=[O:24])[C:17]3([CH3:25])[CH3:26])[C:2]1=[O:1]. The catalyst class is: 6. (8) Reactant: [N:1]1([C:7]2[CH:8]=[CH:9][CH:10]=[C:11]3[C:16]=2[N:15]=[C:14]([CH2:17][CH2:18][C:19]([O:21][CH3:22])=[O:20])[CH:13]=[CH:12]3)[CH2:6][CH2:5][NH:4][CH2:3][CH2:2]1.C(=O)(O)[O-].[Na+].CS(O[CH2:33][CH2:34][C:35]1[CH:40]=[CH:39][C:38]([O:41][CH2:42][CH2:43][CH2:44][N:45]2[CH2:51][CH2:50][CH2:49][CH2:48][CH2:47][CH2:46]2)=[CH:37][CH:36]=1)(=O)=O. Product: [N:45]1([CH2:44][CH2:43][CH2:42][O:41][C:38]2[CH:39]=[CH:40][C:35]([CH2:34][CH2:33][N:4]3[CH2:5][CH2:6][N:1]([C:7]4[CH:8]=[CH:9][CH:10]=[C:11]5[C:16]=4[N:15]=[C:14]([CH2:17][CH2:18][C:19]([O:21][CH3:22])=[O:20])[CH:13]=[CH:12]5)[CH2:2][CH2:3]3)=[CH:36][CH:37]=2)[CH2:51][CH2:50][CH2:49][CH2:48][CH2:47][CH2:46]1. The catalyst class is: 10. (9) The catalyst class is: 2. Reactant: Cl.Cl.[NH2:3][CH2:4][CH2:5][CH2:6][CH2:7][N:8]1[CH2:17][CH2:16][C:15]2[C:10](=[CH:11][CH:12]=[CH:13][CH:14]=2)[CH2:9]1.C(N(CC)C(C)C)(C)C.[C:27]1([S:37]([Cl:40])(=[O:39])=[O:38])[C:36]2[C:31](=[CH:32][CH:33]=[CH:34][CH:35]=2)[CH:30]=[CH:29][CH:28]=1. Product: [ClH:40].[CH2:9]1[C:10]2[C:15](=[CH:14][CH:13]=[CH:12][CH:11]=2)[CH2:16][CH2:17][N:8]1[CH2:7][CH2:6][CH2:5][CH2:4][NH:3][S:37]([C:27]1[C:36]2[C:31](=[CH:32][CH:33]=[CH:34][CH:35]=2)[CH:30]=[CH:29][CH:28]=1)(=[O:39])=[O:38]. (10) Reactant: Br[CH2:2][C:3]([C:5]1[S:9][C:8]([CH3:10])=[N:7][C:6]=1[CH3:11])=O.Br.C([O:16][C:17](=[O:32])[C:18]1[CH:23]=[CH:22][C:21]([O:24][CH:25]([CH3:27])[CH3:26])=[C:20]([NH:28][C:29]([NH2:31])=[S:30])[CH:19]=1)(C)C. Product: [CH3:10][C:8]1[S:9][C:5]([C:3]2[N:31]=[C:29]([NH:28][C:20]3[CH:19]=[C:18]([CH:23]=[CH:22][C:21]=3[O:24][CH:25]([CH3:27])[CH3:26])[C:17]([OH:32])=[O:16])[S:30][CH:2]=2)=[C:6]([CH3:11])[N:7]=1. The catalyst class is: 8.